Predict the reaction yield, written as a fraction of the theoretical maximum amount of product (1.0 means a 100% yield; for example, 0.34 means a 34% yield). From a dataset of Reaction yield outcomes from USPTO patents with 853,638 reactions. The reactants are [CH3:1][N:2]([CH2:7][C:8]1[C:16]2[C:11](=[CH:12][CH:13]=[CH:14][CH:15]=2)[NH:10][C:9]=1[CH3:17])[C:3](=[O:6])[CH:4]=[CH2:5].[NH2:18][C:19]1[N:24]=[CH:23][C:22](Br)=[CH:21][N:20]=1.C1(C)C=CC=CC=1P(C1C=CC=CC=1C)C1C=CC=CC=1C.C(N(C(C)C)CC)(C)C. The yield is 0.650. The catalyst is C(#N)CC.CN(C=O)C.CC([O-])=O.CC([O-])=O.[Pd+2]. The product is [NH2:18][C:19]1[N:24]=[CH:23][C:22](/[CH:5]=[CH:4]/[C:3]([N:2]([CH2:7][C:8]2[C:16]3[C:11](=[CH:12][CH:13]=[CH:14][CH:15]=3)[NH:10][C:9]=2[CH3:17])[CH3:1])=[O:6])=[CH:21][N:20]=1.